From a dataset of Forward reaction prediction with 1.9M reactions from USPTO patents (1976-2016). Predict the product of the given reaction. (1) Given the reactants [Br:1][C:2]1[CH:7]=[CH:6][C:5]([C:8]([C:11]2[CH:15]=[CH:14][NH:13][N:12]=2)([CH3:10])[CH3:9])=[CH:4][CH:3]=1.[CH3:16][O:17][C:18]1[CH:25]=[CH:24][C:21]([CH2:22]Cl)=[CH:20][CH:19]=1.C(=O)([O-])[O-].[K+].[K+], predict the reaction product. The product is: [CH3:16][O:17][C:18]1[CH:25]=[CH:24][C:21]([CH2:22][N:13]2[CH:14]=[CH:15][C:11]([C:8]([C:5]3[CH:6]=[CH:7][C:2]([Br:1])=[CH:3][CH:4]=3)([CH3:10])[CH3:9])=[N:12]2)=[CH:20][CH:19]=1. (2) Given the reactants FC(F)(F)S(O[C:7]1[C:11]2[CH:12]=[CH:13][CH:14]=[C:15]([O:16][CH3:17])[C:10]=2[O:9][CH:8]=1)(=O)=O.[C:20]([Si](C)(C)C)#[C:21][CH2:22][CH3:23], predict the reaction product. The product is: [C:20]([C:7]1[C:11]2[CH:12]=[CH:13][CH:14]=[C:15]([O:16][CH3:17])[C:10]=2[O:9][CH:8]=1)#[C:21][CH2:22][CH3:23]. (3) Given the reactants Cl[C:2]1[C:3]([C:16]2[CH:21]=[CH:20][C:19]([F:22])=[CH:18][CH:17]=2)=[N:4][C:5]2[C:10]([N:11]=1)=[CH:9][C:8]([C:12]([O:14][CH3:15])=[O:13])=[CH:7][CH:6]=2, predict the reaction product. The product is: [F:22][C:19]1[CH:20]=[CH:21][C:16]([C:3]2[C:2]([NH:4][C@H:3]([C:16]3[CH:21]=[CH:20][CH:19]=[CH:18][CH:17]=3)[CH3:2])=[N:11][C:10]3[C:5](=[CH:6][CH:7]=[C:8]([C:12]([O:14][CH3:15])=[O:13])[CH:9]=3)[N:4]=2)=[CH:17][CH:18]=1.